Task: Predict the product of the given reaction.. Dataset: Forward reaction prediction with 1.9M reactions from USPTO patents (1976-2016) (1) Given the reactants [OH:1][C:2]1[C:11]2[C:6](=[CH:7][CH:8]=[C:9](Cl)[CH:10]=2)[C:5]2([CH2:16][CH2:15][CH2:14][CH2:13]2)[C:4](=[O:17])[C:3]=1[C:18]([NH:20][CH2:21][C:22]([O:24][C:25]([CH3:28])([CH3:27])[CH3:26])=[O:23])=[O:19].[C:29]1(B(O)O)[CH:34]=[CH:33][CH:32]=[CH:31][CH:30]=1.C([O-])([O-])=O.[K+].[K+].O.CC(C1C=C(C(C)C)C(C2C=CC=CC=2P(C2CCCCC2)C2CCCCC2)=C(C(C)C)C=1)C, predict the reaction product. The product is: [OH:1][C:2]1[C:11]2[C:6](=[CH:7][CH:8]=[C:9]([C:29]3[CH:34]=[CH:33][CH:32]=[CH:31][CH:30]=3)[CH:10]=2)[C:5]2([CH2:16][CH2:15][CH2:14][CH2:13]2)[C:4](=[O:17])[C:3]=1[C:18]([NH:20][CH2:21][C:22]([O:24][C:25]([CH3:28])([CH3:27])[CH3:26])=[O:23])=[O:19]. (2) The product is: [F:19][C:20]1[CH:21]=[CH:22][C:23]([S:26]([N:29]([CH3:30])[CH2:31][C:32]([NH:16][CH2:15][C:12]2[CH:13]=[CH:14][C:9]([C:6]3[CH:5]=[CH:4][C:3]([C:2]([F:17])([F:18])[F:1])=[CH:8][CH:7]=3)=[CH:10][CH:11]=2)=[O:33])(=[O:27])=[O:28])=[CH:24][CH:25]=1. Given the reactants [F:1][C:2]([F:18])([F:17])[C:3]1[CH:8]=[CH:7][C:6]([C:9]2[CH:14]=[CH:13][C:12]([CH2:15][NH2:16])=[CH:11][CH:10]=2)=[CH:5][CH:4]=1.[F:19][C:20]1[CH:25]=[CH:24][C:23]([S:26]([N:29]([CH2:31][C:32](O)=[O:33])[CH3:30])(=[O:28])=[O:27])=[CH:22][CH:21]=1.CN(C(ON1N=NC2C=CC=NC1=2)=[N+](C)C)C.F[P-](F)(F)(F)(F)F.C(N(CC)C(C)C)(C)C.OS([O-])(=O)=O.[K+], predict the reaction product. (3) Given the reactants [NH2:1][C:2]1[CH:3]=[C:4]([N:13]2[C:17](=[O:18])[C:16]([CH3:20])([CH3:19])[N:15]([CH2:21][C:22]3[CH:27]=[CH:26][N:25]=[CH:24][CH:23]=3)[C:14]2=[O:28])[CH:5]=[CH:6][C:7]=1[O:8][C:9]([F:12])([F:11])[F:10].[C:29](=O)([O-:31])[O-:30].[K+].[K+].[CH:35]([O-])=O.[NH4+].[CH3:39][N:40]([CH:42]=O)C, predict the reaction product. The product is: [F:12][C:9]([F:10])([F:11])[C:29]([OH:31])=[O:30].[NH:40]1[CH2:42][CH:35]([NH:1][C:2]2[CH:3]=[C:4]([N:13]3[C:17](=[O:18])[C:16]([CH3:20])([CH3:19])[N:15]([CH2:21][C:22]4[CH:27]=[CH:26][N:25]=[CH:24][CH:23]=4)[C:14]3=[O:28])[CH:5]=[CH:6][C:7]=2[O:8][C:9]([F:10])([F:11])[F:12])[CH2:39]1.